This data is from Full USPTO retrosynthesis dataset with 1.9M reactions from patents (1976-2016). The task is: Predict the reactants needed to synthesize the given product. (1) Given the product [CH:21]([CH2:1][NH:2][C:3]1[NH:7][C:6]([C:8]2[CH:9]=[CH:10][C:11]([F:14])=[CH:12][CH:13]=2)=[N:5][C:4]=1[C:15]1[CH:16]=[CH:17][CH:18]=[CH:19][CH:20]=1)=[O:22], predict the reactants needed to synthesize it. The reactants are: [CH3:1][NH:2][C:3]1[NH:7][C:6]([C:8]2[CH:13]=[CH:12][C:11]([F:14])=[CH:10][CH:9]=2)=[N:5][C:4]=1[C:15]1[CH:20]=[CH:19][CH:18]=[CH:17][CH:16]=1.[CH:21](OCC)=[O:22]. (2) Given the product [Br:21][C:22]1[CH:29]=[CH:28][C:25]([CH2:26][N:6]2[C:5](=[O:14])[C:4]3[C:9](=[CH:10][CH:11]=[C:2]([I:1])[CH:3]=3)[N:8]([CH3:12])[C:7]2=[O:13])=[CH:24][CH:23]=1, predict the reactants needed to synthesize it. The reactants are: [I:1][C:2]1[CH:3]=[C:4]2[C:9](=[CH:10][CH:11]=1)[N:8]([CH3:12])[C:7](=[O:13])[NH:6][C:5]2=[O:14].C(=O)([O-])[O-].[Cs+].[Cs+].[Br:21][C:22]1[CH:29]=[CH:28][C:25]([CH2:26]Br)=[CH:24][CH:23]=1.O.